This data is from Full USPTO retrosynthesis dataset with 1.9M reactions from patents (1976-2016). The task is: Predict the reactants needed to synthesize the given product. (1) Given the product [Cl:1][C:2]1[CH:28]=[CH:27][C:5]([CH2:6][N:7]2[C:15]3[C:10](=[CH:11][CH:12]=[CH:13][CH:14]=3)[CH:9]=[C:8]2[C:16]([N:18]2[CH2:23][CH2:22][CH:21]([C:24]([NH:30][CH2:34][CH2:35][C:36]3[CH:39]=[N:32][CH:33]=[CH:38][CH:37]=3)=[O:26])[CH2:20][CH2:19]2)=[O:17])=[CH:4][CH:3]=1, predict the reactants needed to synthesize it. The reactants are: [Cl:1][C:2]1[CH:28]=[CH:27][C:5]([CH2:6][N:7]2[C:15]3[C:10](=[CH:11][CH:12]=[CH:13][CH:14]=3)[CH:9]=[C:8]2[C:16]([N:18]2[CH2:23][CH2:22][CH:21]([C:24]([OH:26])=O)[CH2:20][CH2:19]2)=[O:17])=[CH:4][CH:3]=1.O[N:30]1[C:34]2[CH:35]=[CH:36][CH:37]=[CH:38][C:33]=2[N:32]=N1.[CH3:39]CN=C=NCCCN(C)C.CN(C=O)C. (2) Given the product [CH2:20]([O:19][C:17]([C:9]1[N:8]=[C:7]2[C:12]([N:13]=[C:14]([NH2:15])[N:6]2[CH2:5][C:4]([OH:27])=[O:3])=[C:11]([I:16])[N:10]=1)=[O:18])[C:21]1[CH:26]=[CH:25][CH:24]=[CH:23][CH:22]=1, predict the reactants needed to synthesize it. The reactants are: C([O:3][C:4](=[O:27])[CH2:5][N:6]1[C:14]([NH2:15])=[N:13][C:12]2[C:7]1=[N:8][C:9]([C:17]([O:19][CH2:20][C:21]1[CH:26]=[CH:25][CH:24]=[CH:23][CH:22]=1)=[O:18])=[N:10][C:11]=2[I:16])C.O.[OH-].[Li+].Cl. (3) Given the product [CH2:1]([N:3]1[CH2:8][CH2:7][N:6]([C:9]2[CH:14]=[CH:13][C:12]([NH2:15])=[C:11]([N+:23]([O-:25])=[O:24])[CH:10]=2)[CH2:5][CH2:4]1)[CH3:2], predict the reactants needed to synthesize it. The reactants are: [CH2:1]([N:3]1[CH2:8][CH2:7][N:6]([C:9]2[CH:14]=[CH:13][C:12]([NH:15]C(=O)OC(C)(C)C)=[C:11]([N+:23]([O-:25])=[O:24])[CH:10]=2)[CH2:5][CH2:4]1)[CH3:2].C(O)(C(F)(F)F)=O. (4) The reactants are: [C:1]1([C:7]([C:9]([C:11]2[CH:16]=[CH:15][CH:14]=[CH:13][CH:12]=2)=O)=O)[CH:6]=[CH:5][CH:4]=[CH:3][CH:2]=1.BrC1C=C[C:21]([C:24](C(C2C=CC=CC=2)=O)=[O:25])=CC=1.[CH2:34]([O:36]C(=O)CBr)[CH3:35].N1C=CC=CC=1. Given the product [C:1]1([CH:7]=[CH:9][C:11]2[CH:16]=[CH:15][CH:14]=[CH:13][CH:12]=2)[CH:6]=[CH:5][CH:4]=[C:3]([CH2:21][CH2:24][OH:25])[C:2]=1[CH2:35][CH2:34][OH:36], predict the reactants needed to synthesize it.